Dataset: Merck oncology drug combination screen with 23,052 pairs across 39 cell lines. Task: Regression. Given two drug SMILES strings and cell line genomic features, predict the synergy score measuring deviation from expected non-interaction effect. (1) Drug 1: O=S1(=O)NC2(CN1CC(F)(F)F)C1CCC2Cc2cc(C=CCN3CCC(C(F)(F)F)CC3)ccc2C1. Drug 2: COC12C(COC(N)=O)C3=C(C(=O)C(C)=C(N)C3=O)N1CC1NC12. Cell line: ES2. Synergy scores: synergy=-8.83. (2) Cell line: HCT116. Drug 2: CCc1c2c(nc3ccc(O)cc13)-c1cc3c(c(=O)n1C2)COC(=O)C3(O)CC. Synergy scores: synergy=0.423. Drug 1: Cc1nc(Nc2ncc(C(=O)Nc3c(C)cccc3Cl)s2)cc(N2CCN(CCO)CC2)n1. (3) Drug 2: Cn1cc(-c2cnn3c(N)c(Br)c(C4CCCNC4)nc23)cn1. Drug 1: COC1CC2CCC(C)C(O)(O2)C(=O)C(=O)N2CCCCC2C(=O)OC(C(C)CC2CCC(OP(C)(C)=O)C(OC)C2)CC(=O)C(C)C=C(C)C(O)C(OC)C(=O)C(C)CC(C)C=CC=CC=C1C. Cell line: A2780. Synergy scores: synergy=53.0. (4) Drug 1: CN1C(=O)C=CC2(C)C3CCC4(C)C(NC(=O)OCC(F)(F)F)CCC4C3CCC12. Drug 2: NC(=O)c1cccc2cn(-c3ccc(C4CCCNC4)cc3)nc12. Cell line: ES2. Synergy scores: synergy=-5.69. (5) Drug 1: CC1CC2C3CCC4=CC(=O)C=CC4(C)C3(F)C(O)CC2(C)C1(O)C(=O)CO. Drug 2: O=C(O)C1(Cc2cccc(Nc3nccs3)n2)CCC(Oc2cccc(Cl)c2F)CC1. Cell line: LNCAP. Synergy scores: synergy=-35.7.